From a dataset of Catalyst prediction with 721,799 reactions and 888 catalyst types from USPTO. Predict which catalyst facilitates the given reaction. (1) Reactant: Cl[C:2]1[CH:7]=[C:6]([O:8][CH2:9][C:10]#[C:11][CH3:12])[N:5]=[CH:4][N:3]=1.[NH2:13][C:14]1[CH:19]=[CH:18][CH:17]=[CH:16][CH:15]=1. Product: [NH:13]([C:2]1[CH:7]=[C:6]([O:8][CH2:9][C:10]#[C:11][CH3:12])[N:5]=[CH:4][N:3]=1)[C:14]1[CH:19]=[CH:18][CH:17]=[CH:16][CH:15]=1. The catalyst class is: 8. (2) Product: [F:31][C:2]([F:1])([F:30])[C:3]1[N:7]2[N:8]=[C:9]([N:12]3[CH2:17][CH2:16][CH:15]([C:18]4[CH:29]=[CH:28][C:21]([O:22][CH2:23][C:24]([O:26][CH2:27][CH3:32])=[O:25])=[CH:20][CH:19]=4)[CH2:14][CH2:13]3)[CH2:10][CH2:11][C:6]2=[N:5][N:4]=1. The catalyst class is: 63. Reactant: [F:1][C:2]([F:31])([F:30])[C:3]1[N:7]2[N:8]=[C:9]([N:12]3[CH2:17][CH2:16][CH:15]([C:18]4[CH:29]=[CH:28][C:21]([O:22][CH2:23][C:24]([O:26][CH3:27])=[O:25])=[CH:20][CH:19]=4)[CH2:14][CH2:13]3)[CH:10]=[CH:11][C:6]2=[N:5][N:4]=1.[CH:32]([O-])=O.[NH4+]. (3) Reactant: [C:1]([CH:3]([CH:7]1[C:11]([Cl:12])=[C:10](Cl)C(=O)O1)[C:4]([NH2:6])=[O:5])#[N:2].[F:15][C:16]1[CH:17]=[C:18]([C@H:22]([NH2:24])[CH3:23])[CH:19]=[CH:20][CH:21]=1.C(N(CC)CC)C. The catalyst class is: 5. Product: [ClH:12].[Cl:12][C:11]1[CH:7]=[C:3]([C:4]([NH2:6])=[O:5])[C:1](=[NH:2])[N:24]([C@@H:22]([C:18]2[CH:19]=[CH:20][CH:21]=[C:16]([F:15])[CH:17]=2)[CH3:23])[CH:10]=1. (4) Reactant: C(OC(=O)[NH:7][CH:8]1[CH2:13][CH2:12][CH2:11][N:10]([C:14]2[CH:15]=[N:16][C:17]([O:23][C:24]3[CH:29]=[CH:28][C:27]([O:30][C:31]4[CH:36]=[CH:35][CH:34]=[CH:33][CH:32]=4)=[CH:26][CH:25]=3)=[C:18]([C:20](=[O:22])[NH2:21])[CH:19]=2)[CH2:9]1)(C)(C)C.Cl. Product: [NH2:7][CH:8]1[CH2:13][CH2:12][CH2:11][N:10]([C:14]2[CH:15]=[N:16][C:17]([O:23][C:24]3[CH:29]=[CH:28][C:27]([O:30][C:31]4[CH:36]=[CH:35][CH:34]=[CH:33][CH:32]=4)=[CH:26][CH:25]=3)=[C:18]([C:20]([NH2:21])=[O:22])[CH:19]=2)[CH2:9]1. The catalyst class is: 135. (5) Reactant: [NH2:1][C:2]1[CH:7]=[CH:6][C:5]([Cl:8])=[CH:4][C:3]=1[OH:9].[C:10]([Si:14](Cl)([C:21]1[CH:26]=[CH:25][CH:24]=[CH:23][CH:22]=1)[C:15]1[CH:20]=[CH:19][CH:18]=[CH:17][CH:16]=1)([CH3:13])([CH3:12])[CH3:11].N1C=CN=C1. Product: [C:10]([Si:14]([C:21]1[CH:26]=[CH:25][CH:24]=[CH:23][CH:22]=1)([C:15]1[CH:16]=[CH:17][CH:18]=[CH:19][CH:20]=1)[O:9][C:3]1[CH:4]=[C:5]([Cl:8])[CH:6]=[CH:7][C:2]=1[NH2:1])([CH3:13])([CH3:11])[CH3:12]. The catalyst class is: 1. (6) Reactant: [CH2:1]([O:3][C:4](=[O:41])[C:5]([CH3:40])([O:33][C:34]1[CH:39]=[CH:38][CH:37]=[CH:36][CH:35]=1)[CH2:6][C:7]1[CH:12]=[CH:11][C:10]([O:13][CH2:14][CH2:15][CH:16]2[CH2:20][N:19]([CH2:21][C:22]3[CH:27]=[CH:26][C:25]([C:28]([F:31])([F:30])[F:29])=[CH:24][CH:23]=3)[C:18](=[O:32])[NH:17]2)=[CH:9][CH:8]=1)[CH3:2].[H-].[Na+].I[CH2:45][CH3:46]. Product: [CH2:1]([O:3][C:4](=[O:41])[C:5]([CH3:40])([O:33][C:34]1[CH:39]=[CH:38][CH:37]=[CH:36][CH:35]=1)[CH2:6][C:7]1[CH:12]=[CH:11][C:10]([O:13][CH2:14][CH2:15][CH:16]2[CH2:20][N:19]([CH2:21][C:22]3[CH:27]=[CH:26][C:25]([C:28]([F:29])([F:30])[F:31])=[CH:24][CH:23]=3)[C:18](=[O:32])[N:17]2[CH2:45][CH3:46])=[CH:9][CH:8]=1)[CH3:2]. The catalyst class is: 39. (7) Reactant: [C:1](/[C:9](/[C:14]1[CH:15]=[CH:16][C:17](=[O:23])[N:18]([CH:20]([CH3:22])[CH3:21])[N:19]=1)=[CH:10]/N(C)C)(=O)[C:2]1[CH:7]=[CH:6][CH:5]=[CH:4][CH:3]=1.C[O-].[Na+].[C:27]([CH2:29][C:30]([NH2:32])=[O:31])#[N:28].O. Product: [CH:20]([N:18]1[C:17](=[O:23])[CH:16]=[CH:15][C:14]([C:9]2[CH:10]=[C:29]([C:27]#[N:28])[C:30](=[O:31])[NH:32][C:1]=2[C:2]2[CH:3]=[CH:4][CH:5]=[CH:6][CH:7]=2)=[N:19]1)([CH3:21])[CH3:22]. The catalyst class is: 475. (8) Reactant: [F:1][C:2]1[CH:7]=[CH:6][C:5]([O:8][CH3:9])=[CH:4][C:3]=1[C:10]1[CH:15]=[CH:14][C:13]([NH:16][S:17]([C:20]2[CH:25]=[CH:24][CH:23]=[CH:22][C:21]=2[N+:26]([O-:28])=[O:27])(=[O:19])=[O:18])=[CH:12][C:11]=1[CH2:29][C:30]([CH3:33])([CH3:32])[CH3:31].[CH:34]1([CH:37]([C:44]2[CH:49]=[CH:48][CH:47]=[C:46]([CH2:50]O)[CH:45]=2)[CH2:38][C:39]([O:41][CH2:42][CH3:43])=[O:40])[CH2:36][CH2:35]1.C1(P(C2C=CC=CC=2)C2C=CC=CC=2)C=CC=CC=1.N(C(OCC)=O)=NC(OCC)=O. Product: [CH:34]1([CH:37]([C:44]2[CH:49]=[CH:48][CH:47]=[C:46]([CH2:50][N:16]([C:13]3[CH:14]=[CH:15][C:10]([C:3]4[CH:4]=[C:5]([O:8][CH3:9])[CH:6]=[CH:7][C:2]=4[F:1])=[C:11]([CH2:29][C:30]([CH3:33])([CH3:32])[CH3:31])[CH:12]=3)[S:17]([C:20]3[CH:25]=[CH:24][CH:23]=[CH:22][C:21]=3[N+:26]([O-:28])=[O:27])(=[O:18])=[O:19])[CH:45]=2)[CH2:38][C:39]([O:41][CH2:42][CH3:43])=[O:40])[CH2:36][CH2:35]1. The catalyst class is: 182. (9) Reactant: C(O[C:4]1[C:12]2[C:7](=[N:8][CH:9]=[CH:10][CH:11]=2)[N:6]([S:13]([C:16]2[CH:21]=[CH:20][CH:19]=[CH:18][CH:17]=2)(=[O:15])=[O:14])[CH:5]=1)=O.[N:22]1([C:28]([O:30][C:31]([CH3:34])([CH3:33])[CH3:32])=[O:29])[CH2:27][CH2:26][NH:25][CH2:24][CH2:23]1.C1(C)C=CC(S(O)(=O)=O)=CC=1. Product: [C:16]1([S:13]([N:6]2[C:7]3=[N:8][CH:9]=[CH:10][CH:11]=[C:12]3[C:4]([N:25]3[CH2:24][CH2:23][N:22]([C:28]([O:30][C:31]([CH3:34])([CH3:33])[CH3:32])=[O:29])[CH2:27][CH2:26]3)=[CH:5]2)(=[O:15])=[O:14])[CH:21]=[CH:20][CH:19]=[CH:18][CH:17]=1. The catalyst class is: 11.